Dataset: Full USPTO retrosynthesis dataset with 1.9M reactions from patents (1976-2016). Task: Predict the reactants needed to synthesize the given product. (1) Given the product [Cl:50][C:51]1[CH:56]=[C:55]([C:57]#[N:58])[CH:54]=[CH:53][C:52]=1[S:59]([NH:40][CH:38]([C:37]1[CH:36]=[CH:35][C:34]([C:41]2[CH:46]=[C:45]([F:47])[CH:44]=[CH:43][C:42]=2[O:48][CH3:49])=[CH:33][C:32]=1[Cl:31])[CH3:39])(=[O:60])=[O:61], predict the reactants needed to synthesize it. The reactants are: FC1C=CC(OC)=C(C2C=CC(CNS(C3C=CC(OC)=CC=3)(=O)=O)=CC=2OC)C=1.[Cl:31][C:32]1[CH:33]=[C:34]([C:41]2[CH:46]=[C:45]([F:47])[CH:44]=[CH:43][C:42]=2[O:48][CH3:49])[CH:35]=[CH:36][C:37]=1[CH:38]([NH2:40])[CH3:39].[Cl:50][C:51]1[CH:56]=[C:55]([C:57]#[N:58])[CH:54]=[CH:53][C:52]=1[S:59](Cl)(=[O:61])=[O:60]. (2) Given the product [CH3:32][O:31][C:28]1[CH:29]=[CH:30][C:25]([CH2:24][N:23]([CH2:33][C:34]2[CH:39]=[CH:38][C:37]([O:40][CH3:41])=[CH:36][CH:35]=2)[C:20]2[N:19]=[CH:18][C:17]([C:16]3[C:11]4[CH2:10][CH2:9][N:8]([C:6]5[CH:5]=[CH:4][N:3]=[C:2]([N:54]([CH3:49])[CH2:53][CH2:52][N:55]([CH3:59])[CH3:56])[CH:7]=5)[C:12]=4[N:13]=[C:14]([N:42]4[CH2:47][CH2:46][O:45][CH2:44][CH2:43]4)[N:15]=3)=[CH:22][N:21]=2)=[CH:26][CH:27]=1, predict the reactants needed to synthesize it. The reactants are: Cl[C:2]1[CH:7]=[C:6]([N:8]2[C:12]3[N:13]=[C:14]([N:42]4[CH2:47][CH2:46][O:45][CH2:44][CH2:43]4)[N:15]=[C:16]([C:17]4[CH:18]=[N:19][C:20]([N:23]([CH2:33][C:34]5[CH:39]=[CH:38][C:37]([O:40][CH3:41])=[CH:36][CH:35]=5)[CH2:24][C:25]5[CH:30]=[CH:29][C:28]([O:31][CH3:32])=[CH:27][CH:26]=5)=[N:21][CH:22]=4)[C:11]=3[CH2:10][CH2:9]2)[CH:5]=[CH:4][N:3]=1.Cl[C:49]1[N:54]=[CH:53][C:52]([N:55]2[C:59]3N=C(N4CCOCC4)N=C(C4C=NC(N(CC5C=CC(OC)=CC=5)CC5C=CC(OC)=CC=5)=NC=4)C=3C[CH2:56]2)=CC=1.CN(C)CCNC. (3) Given the product [F:15][C:12]1[CH:11]=[CH:10][C:9]([CH2:8][O:7][CH:5]([CH3:6])[C:4]([OH:16])=[O:3])=[CH:14][CH:13]=1, predict the reactants needed to synthesize it. The reactants are: C([O:3][C:4](=[O:16])[CH:5]([O:7][CH2:8][C:9]1[CH:14]=[CH:13][C:12]([F:15])=[CH:11][CH:10]=1)[CH3:6])C.[OH-].[Na+].